Dataset: Reaction yield outcomes from USPTO patents with 853,638 reactions. Task: Predict the reaction yield, written as a fraction of the theoretical maximum amount of product (1.0 means a 100% yield; for example, 0.34 means a 34% yield). (1) The reactants are [Cl:1][C:2]1[N:3]=[N:4][C:5]([C:8]2[CH:9]=[N:10][NH:11][CH:12]=2)=[CH:6][CH:7]=1.[CH3:13]C(C)([O-])C.[K+].C1OCCOCCOCCOCCOCCOC1.IC. The catalyst is CCOCC. The product is [Cl:1][C:2]1[N:3]=[N:4][C:5]([C:8]2[CH:9]=[N:10][N:11]([CH3:13])[CH:12]=2)=[CH:6][CH:7]=1. The yield is 0.930. (2) The reactants are [Cl-].[Cl-].[NH3+:3][CH2:4][C:5]([C:7]1[CH:12]=[CH:11][NH+:10]=[CH:9][CH:8]=1)=[O:6].CO[C:15]1([C:22](OC)=O)[CH2:19][CH2:18][CH:17]([O:20][CH3:21])[O:16]1.C([O-])(=O)C.[Na+].C([O-])(O)=O.[Na+]. The catalyst is C(O)(=O)C.C(Cl)Cl. The product is [O:6]=[C:5]([C:7]1[CH:12]=[CH:11][N:10]=[CH:9][CH:8]=1)[CH2:4][N:3]1[CH:22]=[CH:15][CH:19]=[C:18]1[C:17]([O:20][CH3:21])=[O:16]. The yield is 0.110.